This data is from Forward reaction prediction with 1.9M reactions from USPTO patents (1976-2016). The task is: Predict the product of the given reaction. (1) Given the reactants [Br:1][C:2]1[N:3]=[C:4]([CH:33]2[CH2:36][CH2:35][CH2:34]2)[N:5](COCC[Si](C)(C)C)[C:6]=1[C:7]1[CH:12]=[CH:11][N:10]=[C:9]([NH:13][CH2:14][C@@H:15]([NH:17]C(=O)OC(C)(C)C)[CH3:16])[N:8]=1, predict the reaction product. The product is: [Br:1][C:2]1[N:3]=[C:4]([CH:33]2[CH2:36][CH2:35][CH2:34]2)[NH:5][C:6]=1[C:7]1[CH:12]=[CH:11][N:10]=[C:9]([NH:13][CH2:14][C@@H:15]([NH2:17])[CH3:16])[N:8]=1. (2) Given the reactants [ClH:1].O1CCOCC1.[CH:8]12[CH2:14][C:13]1([C:15]([O:17][CH2:18][CH3:19])=[O:16])[CH2:12][CH2:11][N:10](C(OC(C)(C)C)=O)[CH2:9]2, predict the reaction product. The product is: [ClH:1].[CH:8]12[CH2:14][C:13]1([C:15]([O:17][CH2:18][CH3:19])=[O:16])[CH2:12][CH2:11][NH:10][CH2:9]2. (3) Given the reactants [Cl:1][C:2]1[CH:3]=[C:4]2[C:9](=[CH:10][CH:11]=1)[NH:8][C:7](=[O:12])[C:6]([C@H](N[S@@](C(C)(C)C)=O)C)=[CH:5]2.Cl.C(OCC)C, predict the reaction product. The product is: [ClH:1].[Cl:1][C:2]1[CH:3]=[C:4]2[C:9](=[CH:10][CH:11]=1)[NH:8][C:7](=[O:12])[CH:6]=[CH:5]2. (4) Given the reactants Cl[C:2]1[N:3]=[C:4]([N:12]2[C:20]3[C:15](=[CH:16][CH:17]=[C:18]([O:21][CH2:22][C:23]([N:25]([CH3:27])[CH3:26])=[O:24])[CH:19]=3)[CH2:14][CH2:13]2)[C:5]2[CH2:10][S:9](=[O:11])[CH2:8][C:6]=2[N:7]=1.[C:28]([C:30]1[CH:35]=[CH:34][C:33](B(O)O)=[CH:32][C:31]=1[F:39])#[N:29], predict the reaction product. The product is: [C:28]([C:30]1[CH:35]=[CH:34][C:33]([C:2]2[N:3]=[C:4]([N:12]3[C:20]4[C:15](=[CH:16][CH:17]=[C:18]([O:21][CH2:22][C:23]([N:25]([CH3:27])[CH3:26])=[O:24])[CH:19]=4)[CH2:14][CH2:13]3)[C:5]3[CH2:10][S:9](=[O:11])[CH2:8][C:6]=3[N:7]=2)=[CH:32][C:31]=1[F:39])#[N:29]. (5) Given the reactants C(Cl)(=O)C([Cl:4])=O.O[CH:8]=[C:9]([CH2:15][CH:16]([CH3:18])[CH3:17])[C:10](=[O:14])[CH:11]([CH3:13])[CH3:12], predict the reaction product. The product is: [Cl:4][CH:8]=[C:9]([CH2:15][CH:16]([CH3:18])[CH3:17])[C:10](=[O:14])[CH:11]([CH3:13])[CH3:12]. (6) Given the reactants [F:1][C:2]1[C:7]([F:8])=[CH:6][CH:5]=[CH:4][C:3]=1[C:9]1[N:17]=[C:12]2[CH:13]=[N:14][NH:15][CH:16]=[C:11]2[N:10]=1.Cl[CH2:19][C:20]1[O:24][N:23]=[C:22]([C:25]2[CH:30]=[CH:29][C:28]([C:31]([F:34])([F:33])[F:32])=[CH:27][C:26]=2[F:35])[CH:21]=1, predict the reaction product. The product is: [F:1][C:2]1[C:7]([F:8])=[CH:6][CH:5]=[CH:4][C:3]=1[C:9]1[N:17]=[C:12]2[CH:13]=[N:14][N:15]([CH2:19][C:20]3[O:24][N:23]=[C:22]([C:25]4[CH:30]=[CH:29][C:28]([C:31]([F:34])([F:33])[F:32])=[CH:27][C:26]=4[F:35])[CH:21]=3)[CH:16]=[C:11]2[N:10]=1. (7) Given the reactants [C:1]([O:5][C:6]([NH:8][C:9]1[S:13][C:12]([C:14]2[CH:19]=[CH:18][CH:17]=[CH:16][CH:15]=2)=[N:11][C:10]=1[C:20]([O:22]CC)=[O:21])=[O:7])([CH3:4])([CH3:3])[CH3:2].O[Li].O.Cl, predict the reaction product. The product is: [C:1]([O:5][C:6]([NH:8][C:9]1[S:13][C:12]([C:14]2[CH:15]=[CH:16][CH:17]=[CH:18][CH:19]=2)=[N:11][C:10]=1[C:20]([OH:22])=[O:21])=[O:7])([CH3:4])([CH3:2])[CH3:3].